From a dataset of Reaction yield outcomes from USPTO patents with 853,638 reactions. Predict the reaction yield, written as a fraction of the theoretical maximum amount of product (1.0 means a 100% yield; for example, 0.34 means a 34% yield). (1) The reactants are [CH2:1]1[C:9]2[C:4](=[CH:5][CH:6]=[CH:7][CH:8]=2)[CH:3]=[C:2]1[CH2:10][CH2:11][N:12]([CH3:14])[CH3:13].[Li]CCCC.Br[CH:21]([CH3:24])[C:22]#[N:23]. The catalyst is C1COCC1. The product is [CH3:14][N:12]([CH3:13])[CH2:11][CH2:10][C:2]1[CH2:1][C:9]2[C:4](=[CH:5][CH:6]=[CH:7][CH:8]=2)[C:3]=1[CH:21]([CH3:24])[C:22]#[N:23]. The yield is 0.830. (2) The reactants are [CH:1]([C:4]1[C:9](=[O:10])[NH:8][C:7](=[O:11])[NH:6][C:5]=1[C:12]([C:14]1[CH:15]=[C:16]([CH:19]=[C:20]([CH3:22])[CH:21]=1)[C:17]#[N:18])=[O:13])([CH3:3])[CH3:2].C(=O)([O-])[O-].[K+].[K+].[CH2:29]([O:31][C:32](=[O:37])[CH:33]=[CH:34][CH2:35]Br)[CH3:30].[I-].[Li+]. The catalyst is CN(C=O)C.C(OCC)(=O)C. The product is [CH2:29]([O:31][C:32](=[O:37])[CH:33]=[CH:34][CH2:35][N:6]1[C:5]([C:12](=[O:13])[C:14]2[CH:21]=[C:20]([CH3:22])[CH:19]=[C:16]([C:17]#[N:18])[CH:15]=2)=[C:4]([CH:1]([CH3:3])[CH3:2])[C:9](=[O:10])[NH:8][C:7]1=[O:11])[CH3:30]. The yield is 0.680.